From a dataset of Full USPTO retrosynthesis dataset with 1.9M reactions from patents (1976-2016). Predict the reactants needed to synthesize the given product. (1) Given the product [CH2:21]([N:17]1[CH2:18][CH2:19][CH2:20][C@@H:16]1[CH2:15][CH2:14][C:10]1[CH:11]=[CH:12][CH:13]=[C:8]([F:7])[CH:9]=1)[CH3:22], predict the reactants needed to synthesize it. The reactants are: [H-].[Al+3].[Li+].[H-].[H-].[H-].[F:7][C:8]1[CH:9]=[C:10]([CH2:14][CH2:15][C@H:16]2[CH2:20][CH2:19][CH2:18][N:17]2[C:21](=O)[CH3:22])[CH:11]=[CH:12][CH:13]=1.[OH-].[Na+].S([O-])([O-])(=O)=O.[Na+].[Na+]. (2) Given the product [Cl:1][C:2]1[CH:7]=[CH:6][C:5]([NH:8][C:9]2[S:10][CH:11]=[CH:12][N:13]=2)=[CH:4][C:3]=1[O:14][CH2:26][C:22]1[O:21][CH:25]=[CH:24][CH:23]=1, predict the reactants needed to synthesize it. The reactants are: [Cl:1][C:2]1[CH:7]=[CH:6][C:5]([NH:8][C:9]2[S:10][CH:11]=[CH:12][N:13]=2)=[CH:4][C:3]=1[OH:14].C([O-])([O-])=O.[Cs+].[Cs+].[O:21]1[CH:25]=[CH:24][CH:23]=[C:22]1[CH2:26]Br.CCOCC. (3) The reactants are: [F:1][CH2:2][C:3]([C:7]1[O:11][N:10]=[C:9]([NH:12][C:13](=[O:21])OC2C=CC=CC=2)[CH:8]=1)([CH3:6])[CH2:4][F:5].[CH3:22][O:23][C:24]1[CH:25]=[C:26]2[C:31](=[CH:32][C:33]=1[O:34][CH3:35])[N:30]=[CH:29][N:28]=[C:27]2[O:36][C:37]1[CH:38]=[C:39]([CH:41]=[CH:42][CH:43]=1)[NH2:40]. Given the product [F:5][CH2:4][C:3]([C:7]1[O:11][N:10]=[C:9]([NH:12][C:13]([NH:40][C:39]2[CH:41]=[CH:42][CH:43]=[C:37]([O:36][C:27]3[C:26]4[C:31](=[CH:32][C:33]([O:34][CH3:35])=[C:24]([O:23][CH3:22])[CH:25]=4)[N:30]=[CH:29][N:28]=3)[CH:38]=2)=[O:21])[CH:8]=1)([CH3:6])[CH2:2][F:1], predict the reactants needed to synthesize it. (4) Given the product [O:4]([C:11]1[CH:16]=[CH:15][C:14]([CH2:17][NH:18][C:19](=[O:28])[C:20]2[CH:25]=[CH:24][C:23]([O:35][CH3:31])=[N:22][C:21]=2[NH2:27])=[CH:13][CH:12]=1)[C:5]1[CH:10]=[CH:9][CH:8]=[CH:7][CH:6]=1, predict the reactants needed to synthesize it. The reactants are: C[O-].[Na+].[O:4]([C:11]1[CH:16]=[CH:15][C:14]([CH2:17][NH:18][C:19](=[O:28])[C:20]2[CH:25]=[CH:24][C:23](Cl)=[N:22][C:21]=2[NH2:27])=[CH:13][CH:12]=1)[C:5]1[CH:10]=[CH:9][CH:8]=[CH:7][CH:6]=1.CN1CCC[C:31]1=[O:35].O. (5) Given the product [CH2:42]([O:41][C:39]([N:10]1[C:11]2[C:16](=[CH:15][C:14]([C:17]([F:20])([F:19])[F:18])=[CH:13][CH:12]=2)[N:7]([CH2:6][C:5]2[CH:23]=[C:24]([C:26]([F:27])([F:28])[F:29])[CH:25]=[C:3]([C:2]([F:1])([F:30])[F:31])[CH:4]=2)[CH2:8][CH:9]1[CH2:21][CH3:22])=[O:40])[CH3:43], predict the reactants needed to synthesize it. The reactants are: [F:1][C:2]([F:31])([F:30])[C:3]1[CH:4]=[C:5]([CH:23]=[C:24]([C:26]([F:29])([F:28])[F:27])[CH:25]=1)[CH2:6][N:7]1[C:16]2[C:11](=[CH:12][CH:13]=[C:14]([C:17]([F:20])([F:19])[F:18])[CH:15]=2)[NH:10][CH:9]([CH2:21][CH3:22])[CH2:8]1.N1C=CC=CC=1.Cl[C:39]([O:41][CH2:42][CH3:43])=[O:40]. (6) Given the product [Cl:26][C:27]1[CH:28]=[C:29]([CH:30]=[C:31]([Cl:33])[CH:32]=1)[NH:34][C:1]([NH:3][CH2:4][CH2:5][CH2:6][CH2:7][N:8]1[CH2:13][CH2:12][CH:11]([C:14]2[CH:15]=[C:16]([NH:20][C:21](=[O:25])[CH:22]([CH3:23])[CH3:24])[CH:17]=[CH:18][CH:19]=2)[CH2:10][CH2:9]1)=[O:2], predict the reactants needed to synthesize it. The reactants are: [CH:1]([NH:3][CH2:4][CH2:5][CH2:6][CH2:7][N:8]1[CH2:13][CH2:12][CH:11]([C:14]2[CH:15]=[C:16]([NH:20][C:21](=[O:25])[CH:22]([CH3:24])[CH3:23])[CH:17]=[CH:18][CH:19]=2)[CH2:10][CH2:9]1)=[O:2].[Cl:26][C:27]1[CH:28]=[C:29]([N:34]=C=O)[CH:30]=[C:31]([Cl:33])[CH:32]=1. (7) Given the product [NH2:2][C:1]1[CH:3]2[N:8]([CH3:9])[C:7](=[O:10])[C:6]([C:11]3[CH:12]=[C:13]([CH:18]=[CH:19][C:20]=3[CH3:21])[C:14]([NH:16][CH3:17])=[O:15])=[CH:5][CH:4]2[NH:24][N:23]=1, predict the reactants needed to synthesize it. The reactants are: [C:1]([C:3]1[N:8]([CH3:9])[C:7](=[O:10])[C:6]([C:11]2[CH:12]=[C:13]([CH:18]=[CH:19][C:20]=2[CH3:21])[C:14]([NH:16][CH3:17])=[O:15])=[CH:5][C:4]=1F)#[N:2].[NH2:23][NH2:24].CCN(C(C)C)C(C)C. (8) Given the product [Cl:18][C:19]1[CH:24]=[CH:23][C:22]([S:25]([O:7][CH2:6][P:4]([O:8][CH2:9][CH3:10])([O:3][CH2:2][CH3:1])=[O:5])(=[O:27])=[O:26])=[CH:21][CH:20]=1, predict the reactants needed to synthesize it. The reactants are: [CH3:1][CH2:2][O:3][P:4]([O:8][CH2:9][CH3:10])([CH2:6][OH:7])=[O:5].C(N(CC)CC)C.[Cl:18][C:19]1[CH:24]=[CH:23][C:22]([S:25](Cl)(=[O:27])=[O:26])=[CH:21][CH:20]=1.CC(C)=O.C(=O)=O. (9) Given the product [CH3:9][C:4]1[C:3]([CH3:10])=[C:2]([I:1])[CH:8]=[CH:7][C:5]=1[N:6]=[C:19]1[S:20][CH2:14][C:15]2([CH2:13][CH2:12][CH2:17][CH2:16]2)[NH:18]1.[CH3:21][C:14]1[C:13]([CH3:22])=[C:12]([C:33]#[C:32][Si:29]([CH3:31])([CH3:30])[CH3:28])[CH:17]=[CH:16][C:15]=1[N:18]=[C:19]1[S:20][CH2:4][C:5]2([CH2:3][CH2:2][CH2:8][CH2:7]2)[N:6]1[CH2:23][CH:24]([CH3:26])[CH3:25], predict the reactants needed to synthesize it. The reactants are: [I:1][C:2]1[CH:8]=[CH:7][C:5]([NH2:6])=[C:4]([CH3:9])[C:3]=1[CH3:10].I[C:12]1[CH:17]=[CH:16][C:15]([N:18]=[C:19]=[S:20])=[C:14]([CH3:21])[C:13]=1[CH3:22].[CH2:23](Br)[CH:24]([CH3:26])[CH3:25].[CH3:28][Si:29]([C:32]#[CH:33])([CH3:31])[CH3:30].